From a dataset of Catalyst prediction with 721,799 reactions and 888 catalyst types from USPTO. Predict which catalyst facilitates the given reaction. Reactant: P(Cl)(Cl)(Cl)=O.[NH2:6][C:7]1[CH:8]=[C:9]([C:14]2[S:18][C:17]([NH:19][C:20](=[O:22])[CH3:21])=[N:16][C:15]=2C)[CH:10]=[N:11][C:12]=1[Cl:13].[CH3:24][C:25]1[S:26][C:27]([C:31](O)=[O:32])=[C:28]([CH3:30])[N:29]=1. The catalyst class is: 10. Product: [C:20]([NH:19][C:17]1[S:18][C:14]([C:9]2[CH:8]=[C:7]([NH:6][C:31]([C:27]3[S:26][C:25]([CH3:24])=[N:29][C:28]=3[CH3:30])=[O:32])[C:12]([Cl:13])=[N:11][CH:10]=2)=[CH:15][N:16]=1)(=[O:22])[CH3:21].